Predict the product of the given reaction. From a dataset of Forward reaction prediction with 1.9M reactions from USPTO patents (1976-2016). (1) Given the reactants [NH2:1][C:2]1[C:7]2[C:8]([C:11]3[CH:16]=[CH:15][C:14]([NH:17][C:18]([C:20]4[N:21]([CH3:29])[C:22]5[C:27]([CH:28]=4)=[CH:26][CH:25]=[CH:24][CH:23]=5)=[O:19])=[C:13]([O:30][CH3:31])[CH:12]=3)=[CH:9][S:10][C:6]=2[C:5]([C:32]2[O:33][C:34]([CH:37]=O)=[CH:35][CH:36]=2)=[CH:4][N:3]=1.[CH3:39][N:40]([CH3:46])[CH2:41][CH2:42][CH2:43][NH:44][CH3:45], predict the reaction product. The product is: [NH2:1][C:2]1[C:7]2[C:8]([C:11]3[CH:16]=[CH:15][C:14]([NH:17][C:18]([C:20]4[N:21]([CH3:29])[C:22]5[C:27]([CH:28]=4)=[CH:26][CH:25]=[CH:24][CH:23]=5)=[O:19])=[C:13]([O:30][CH3:31])[CH:12]=3)=[CH:9][S:10][C:6]=2[C:5]([C:32]2[O:33][C:34]([CH2:37][N:44]([CH2:43][CH2:42][CH2:41][N:40]([CH3:46])[CH3:39])[CH3:45])=[CH:35][CH:36]=2)=[CH:4][N:3]=1. (2) Given the reactants [Br:1][C:2]1[CH:10]=[CH:9][C:5]([C:6](O)=[O:7])=[CH:4][N:3]=1.Cl.[CH3:12][NH:13][O:14][CH3:15].CCN(CC)CC.CCN=C=NCCCN(C)C, predict the reaction product. The product is: [Br:1][C:2]1[CH:10]=[CH:9][C:5]([C:6]([N:13]([O:14][CH3:15])[CH3:12])=[O:7])=[CH:4][N:3]=1.